From a dataset of Catalyst prediction with 721,799 reactions and 888 catalyst types from USPTO. Predict which catalyst facilitates the given reaction. (1) Reactant: Br[CH2:2][C:3]([C:5]1[CH:10]=[C:9]([Cl:11])[CH:8]=[CH:7][C:6]=1[Cl:12])=[O:4].[C:13]1(=[O:23])[NH:17][C:16](=[O:18])[C:15]2=[CH:19][CH:20]=[CH:21][CH:22]=[C:14]12.[K].O. Product: [Cl:12][C:6]1[CH:7]=[CH:8][C:9]([Cl:11])=[CH:10][C:5]=1[C:3](=[O:4])[CH2:2][N:17]1[C:13](=[O:23])[C:14]2[C:15](=[CH:19][CH:20]=[CH:21][CH:22]=2)[C:16]1=[O:18]. The catalyst class is: 9. (2) Reactant: [F:1][C:2]1[CH:10]=[C:9]2[C:5]([CH2:6][CH2:7][C:8]2=[O:11])=[CH:4][C:3]=1[O:12][CH3:13].Cl.C([O:19][N:20]=O)CCC. Product: [F:1][C:2]1[CH:10]=[C:9]2[C:5]([CH2:6][C:7](=[N:20][OH:19])[C:8]2=[O:11])=[CH:4][C:3]=1[O:12][CH3:13]. The catalyst class is: 5. (3) Reactant: [CH2:1]([OH:6])[CH2:2][CH2:3][CH2:4][OH:5].CN(C1C=CC=CN=1)C.[NH:16]1[C:24]2[C:19](=[CH:20][CH:21]=[CH:22][CH:23]=2)[CH:18]=[C:17]1[C:25](O)=[O:26].C1CCC(N=C=NC2CCCCC2)CC1. Product: [NH:16]1[C:24]2[C:19](=[CH:20][CH:21]=[CH:22][CH:23]=2)[CH:18]=[C:17]1[C:25]([O:5][CH2:4][CH2:3][CH2:2][CH2:1][OH:6])=[O:26]. The catalyst class is: 4. (4) Reactant: [CH3:1][C:2]1([CH3:12])[O:6][CH2:5][CH:4]([C:7]([O:9][CH3:10])=[O:8])[C:3]1=O.C([O-])(=O)C.[NH4+:17]. Product: [NH2:17][C:3]1[C:2]([CH3:12])([CH3:1])[O:6][CH2:5][C:4]=1[C:7]([O:9][CH3:10])=[O:8]. The catalyst class is: 5.